This data is from Catalyst prediction with 721,799 reactions and 888 catalyst types from USPTO. The task is: Predict which catalyst facilitates the given reaction. The catalyst class is: 8. Reactant: [Cl:1][C:2]1[CH:7]=[CH:6][C:5]([CH:8]2[CH2:10][CH:9]2[N:11]2C(=O)C3C(=CC=CC=3)C2=O)=[CH:4][CH:3]=1.O.NN. Product: [Cl:1][C:2]1[CH:3]=[CH:4][C:5]([C@H:8]2[CH2:10][C@H:9]2[NH2:11])=[CH:6][CH:7]=1.